This data is from Catalyst prediction with 721,799 reactions and 888 catalyst types from USPTO. The task is: Predict which catalyst facilitates the given reaction. (1) Reactant: CO[C:3](OC)(OC)[CH2:4][CH2:5][CH2:6][CH3:7].[NH2:12][C:13]1[CH:14]=[N:15][C:16]2[C:21]([C:22]=1[NH:23][CH2:24][CH2:25][NH:26][C:27](=[O:33])[O:28][C:29]([CH3:32])([CH3:31])[CH3:30])=[CH:20][CH:19]=[CH:18][CH:17]=2. Product: [CH2:4]([C:3]1[N:23]([CH2:24][CH2:25][NH:26][C:27](=[O:33])[O:28][C:29]([CH3:30])([CH3:32])[CH3:31])[C:22]2[C:21]3[CH:20]=[CH:19][CH:18]=[CH:17][C:16]=3[N:15]=[CH:14][C:13]=2[N:12]=1)[CH2:5][CH2:6][CH3:7]. The catalyst class is: 11. (2) Reactant: [CH2:1]([O:8][C:9]([NH:11][CH2:12][CH2:13][CH2:14][CH2:15][CH2:16][NH:17][C:18](=[O:46])[CH2:19][CH:20]1[CH2:25][NH:24][C@H:23]([C:26]([N:28]2[CH2:32][CH2:31][CH:30]([C:33]3[CH:38]=[CH:37][CH:36]=[CH:35][CH:34]=3)[CH2:29]2)=[O:27])[C@@H:22]([C:39]([O:41]C(C)(C)C)=[O:40])[CH2:21]1)=[O:10])[C:2]1[CH:7]=[CH:6][CH:5]=[CH:4][CH:3]=1.O.FC(F)(F)C(O)=O. Product: [CH2:1]([O:8][C:9]([NH:11][CH2:12][CH2:13][CH2:14][CH2:15][CH2:16][NH:17][C:18](=[O:46])[CH2:19][CH:20]1[CH2:25][NH:24][C@H:23]([C:26]([N:28]2[CH2:32][CH2:31][CH:30]([C:33]3[CH:34]=[CH:35][CH:36]=[CH:37][CH:38]=3)[CH2:29]2)=[O:27])[C@@H:22]([C:39]([OH:41])=[O:40])[CH2:21]1)=[O:10])[C:2]1[CH:7]=[CH:6][CH:5]=[CH:4][CH:3]=1. The catalyst class is: 2. (3) Reactant: [F:1][C:2]1[C:7]([O:8][CH3:9])=[CH:6][CH:5]=[CH:4][C:3]=1[CH2:10]O.P(Cl)(Cl)(Cl)(Cl)[Cl:13].O. Product: [Cl:13][CH2:10][C:3]1[CH:4]=[CH:5][CH:6]=[C:7]([O:8][CH3:9])[C:2]=1[F:1]. The catalyst class is: 53.